This data is from Full USPTO retrosynthesis dataset with 1.9M reactions from patents (1976-2016). The task is: Predict the reactants needed to synthesize the given product. (1) Given the product [Cl:53][C:54]1[CH:59]=[C:58]([Cl:60])[CH:57]=[CH:56][C:55]=1/[C:2](/[CH2:3][CH3:4])=[C:1](\[C:39]1[CH:46]=[CH:45][C:42]([CH:43]=[O:44])=[CH:41][CH:40]=1)/[C:5]1[CH:6]=[C:7]2[C:11](=[CH:12][CH:13]=1)[N:10]([CH:14]1[CH2:19][CH2:18][CH2:17][CH2:16][O:15]1)[N:9]=[CH:8]2, predict the reactants needed to synthesize it. The reactants are: [C:1]([C:5]1[CH:6]=[C:7]2[C:11](=[CH:12][CH:13]=1)[N:10]([CH:14]1[CH2:19][CH2:18][CH2:17][CH2:16][O:15]1)[N:9]=[CH:8]2)#[C:2][CH2:3][CH3:4].B1(B2OC(C)(C)C(C)(C)O2)OC(C)(C)C(C)(C)O1.I[C:39]1[CH:46]=[CH:45][C:42]([CH:43]=[O:44])=[CH:41][CH:40]=1.C(=O)([O-])[O-].[Cs+].[Cs+].[Cl:53][C:54]1[CH:59]=[C:58]([Cl:60])[CH:57]=[CH:56][C:55]=1I.[OH-].[K+]. (2) Given the product [CH2:36]([O:35][C:33](=[O:34])[CH2:32][C:31](=[O:38])[NH:1][C:2]1[CH:7]=[CH:6][C:5]([C:8]([C:10]2[S:11][CH:12]=[C:13]([C:15]3[CH:20]=[CH:19][CH:18]=[CH:17][CH:16]=3)[N:14]=2)=[O:9])=[CH:4][C:3]=1[C:21](=[O:29])[C:22]1[CH:27]=[CH:26][CH:25]=[C:24]([Cl:28])[CH:23]=1)[CH3:37], predict the reactants needed to synthesize it. The reactants are: [NH2:1][C:2]1[CH:7]=[CH:6][C:5]([C:8]([C:10]2[S:11][CH:12]=[C:13]([C:15]3[CH:20]=[CH:19][CH:18]=[CH:17][CH:16]=3)[N:14]=2)=[O:9])=[CH:4][C:3]=1[C:21](=[O:29])[C:22]1[CH:27]=[CH:26][CH:25]=[C:24]([Cl:28])[CH:23]=1.Cl[C:31](=[O:38])[CH2:32][C:33]([O:35][CH2:36][CH3:37])=[O:34].O. (3) Given the product [C:17]([O:21][C:22](=[O:24])[NH:23][CH2:13][C:14]1[CH:15]=[CH:6][CH:7]=[CH:2][C:3]=1[C:4]1[CH:5]=[CH:6][CH:7]=[C:2]([Cl:1])[CH:3]=1)([CH3:20])([CH3:19])[CH3:18], predict the reactants needed to synthesize it. The reactants are: [Cl:1][C:2]1[CH:3]=[C:4](B(O)O)[CH:5]=[CH:6][CH:7]=1.[OH-].[Na+].[CH3:13][CH:14](O)[CH3:15].[C:17]([O:21][C:22](=[O:24])[NH2:23])([CH3:20])([CH3:19])[CH3:18].